This data is from Catalyst prediction with 721,799 reactions and 888 catalyst types from USPTO. The task is: Predict which catalyst facilitates the given reaction. Reactant: [C:1]([O:5][C:6]([N:8]1[CH2:13][CH2:12][CH:11]([O:14][C:15]2[CH:21]=[CH:20][C:18]([NH2:19])=[CH:17][CH:16]=2)[CH2:10][CH2:9]1)=[O:7])([CH3:4])([CH3:3])[CH3:2].N1C=CC=CC=1.[CH2:28]([S:30](Cl)(=[O:32])=[O:31])[CH3:29].CO. Product: [C:1]([O:5][C:6]([N:8]1[CH2:13][CH2:12][CH:11]([O:14][C:15]2[CH:21]=[CH:20][C:18]([NH:19][S:30]([CH2:28][CH3:29])(=[O:32])=[O:31])=[CH:17][CH:16]=2)[CH2:10][CH2:9]1)=[O:7])([CH3:4])([CH3:2])[CH3:3]. The catalyst class is: 4.